From a dataset of Peptide-MHC class I binding affinity with 185,985 pairs from IEDB/IMGT. Regression. Given a peptide amino acid sequence and an MHC pseudo amino acid sequence, predict their binding affinity value. This is MHC class I binding data. The peptide sequence is SQASSRSSSR. The MHC is HLA-A31:01 with pseudo-sequence HLA-A31:01. The binding affinity (normalized) is 0.431.